Dataset: Forward reaction prediction with 1.9M reactions from USPTO patents (1976-2016). Task: Predict the product of the given reaction. Given the reactants [Br:1][C:2]1[CH:3]=[C:4]2[C:9](=[CH:10][CH:11]=1)[N:8]=[C:7](Cl)[CH:6]=[CH:5]2.[CH3:13][O:14][C:15]1[CH:22]=[CH:21][CH:20]=[CH:19][C:16]=1[CH2:17][NH2:18], predict the reaction product. The product is: [Br:1][C:2]1[CH:3]=[C:4]2[C:9](=[CH:10][CH:11]=1)[N:8]=[C:7]([NH:18][CH2:17][C:16]1[CH:19]=[CH:20][CH:21]=[CH:22][C:15]=1[O:14][CH3:13])[CH:6]=[CH:5]2.